This data is from Full USPTO retrosynthesis dataset with 1.9M reactions from patents (1976-2016). The task is: Predict the reactants needed to synthesize the given product. (1) Given the product [F:33][C:34]([F:47])([F:46])[S:35]([O:1][C:2]1[CH:3]=[CH:4][C:5]([O:13][C:14]2[C:22]([CH3:23])=[CH:21][C:20]([N+:24]([O-:26])=[O:25])=[C:19]3[C:15]=2[CH2:16][CH2:17][CH2:18]3)=[C:6]([O:11][CH3:12])[C:7]=1[C:8](=[O:10])[CH3:9])(=[O:37])=[O:36], predict the reactants needed to synthesize it. The reactants are: [OH:1][C:2]1[C:7]([C:8](=[O:10])[CH3:9])=[C:6]([O:11][CH3:12])[C:5]([O:13][C:14]2[C:22]([CH3:23])=[CH:21][C:20]([N+:24]([O-:26])=[O:25])=[C:19]3[C:15]=2[CH2:16][CH2:17][CH2:18]3)=[CH:4][CH:3]=1.N1C=CC=CC=1.[F:33][C:34]([F:47])([F:46])[S:35](O[S:35]([C:34]([F:47])([F:46])[F:33])(=[O:37])=[O:36])(=[O:37])=[O:36].Cl. (2) Given the product [CH2:29]([O:28][C:25]1[CH:26]=[C:27]2[C:22](=[C:23]([C:36]([NH2:37])=[O:38])[CH:24]=1)[N:21]=[CH:20][N:19]=[C:18]2[NH:17][CH:10]([C:11]1[CH:12]=[CH:13][CH:14]=[CH:15][CH:16]=1)[CH2:9][NH:7][CH3:6])[C:30]1[CH:31]=[CH:32][CH:33]=[CH:34][CH:35]=1, predict the reactants needed to synthesize it. The reactants are: C(O[C:6](=O)[N:7]([CH2:9][CH:10]([NH:17][C:18]1[C:27]2[C:22](=[C:23]([C:36](=[O:38])[NH2:37])[CH:24]=[C:25]([O:28][CH2:29][C:30]3[CH:35]=[CH:34][CH:33]=[CH:32][CH:31]=3)[CH:26]=2)[N:21]=[CH:20][N:19]=1)[C:11]1[CH:16]=[CH:15][CH:14]=[CH:13][CH:12]=1)C)(C)(C)C.C1COCC1.Cl. (3) Given the product [CH2:23]([N:27]1[C:35]2[N:34]=[C:33]([Cl:36])[NH:32][C:31]=2[C:30](=[O:37])[N:29]([CH2:38][CH2:39][CH2:40][CH2:41][C:42]2[N:43]=[C:8]([C:5]3[CH:4]=[CH:3][C:2]([OH:1])=[CH:7][N:6]=3)[O:10][N:45]=2)[C:28]1=[O:47])[CH2:24][CH2:25][CH3:26], predict the reactants needed to synthesize it. The reactants are: [OH:1][C:2]1[CH:3]=[CH:4][C:5]([C:8]([OH:10])=O)=[N:6][CH:7]=1.C1N=CN(C(N2C=NC=C2)=O)C=1.[CH2:23]([N:27]1[C:35]2[N:34]=[C:33]([Cl:36])[NH:32][C:31]=2[C:30](=[O:37])[N:29]([CH2:38][CH2:39][CH2:40][CH2:41]/[C:42](=[N:45]/[H])/[NH:43]O)[C:28]1=[O:47])[CH2:24][CH2:25][CH3:26]. (4) Given the product [ClH:26].[NH2:18][CH2:17][CH2:16][C:6]1[C:5]2[C:9](=[CH:10][CH:11]=[C:3]([O:2][CH3:1])[CH:4]=2)[NH:8][C:7]=1[C:12]([NH:13][CH3:14])=[O:15], predict the reactants needed to synthesize it. The reactants are: [CH3:1][O:2][C:3]1[CH:4]=[C:5]2[C:9](=[CH:10][CH:11]=1)[NH:8][C:7]([C:12](=[O:15])[NH:13][CH3:14])=[C:6]2[CH2:16][CH2:17][NH:18]C(=O)OC(C)(C)C.[ClH:26].